From a dataset of Peptide-MHC class I binding affinity with 185,985 pairs from IEDB/IMGT. Regression. Given a peptide amino acid sequence and an MHC pseudo amino acid sequence, predict their binding affinity value. This is MHC class I binding data. (1) The peptide sequence is KCDELAAKL. The MHC is Patr-A0901 with pseudo-sequence Patr-A0901. The binding affinity (normalized) is 0.0202. (2) The peptide sequence is FQSYVDRFY. The MHC is Mamu-B6601 with pseudo-sequence Mamu-B6601. The binding affinity (normalized) is 0.596. (3) The peptide sequence is DIVGGLFTY. The MHC is HLA-B15:01 with pseudo-sequence HLA-B15:01. The binding affinity (normalized) is 0.351. (4) The peptide sequence is IESNPLFPV. The MHC is HLA-A25:01 with pseudo-sequence HLA-A25:01. The binding affinity (normalized) is 0.0847.